This data is from Full USPTO retrosynthesis dataset with 1.9M reactions from patents (1976-2016). The task is: Predict the reactants needed to synthesize the given product. (1) Given the product [CH:1]1[C:10]2[C:5](=[CH:6][CH:7]=[CH:8][CH:9]=2)[CH:4]=[CH:3][C:2]=1[C:11]#[C:12][CH:13]([OH:14])[CH2:17][CH:16]=[CH2:15], predict the reactants needed to synthesize it. The reactants are: [CH:1]1[C:10]2[C:5](=[CH:6][CH:7]=[CH:8][CH:9]=2)[CH:4]=[CH:3][C:2]=1[CH2:11][CH2:12][CH:13]=[O:14].[CH2:15]([Mg]Br)[CH:16]=[CH2:17]. (2) Given the product [F:19][C:16]1[CH:15]=[CH:14][C:13]([CH2:12][CH2:11][CH:10]2[O:22][C:6](=[O:5])[CH2:7][C:8](=[O:21])[CH2:9]2)=[CH:18][CH:17]=1, predict the reactants needed to synthesize it. The reactants are: C([O:5][C:6](=[O:22])[CH2:7][C:8](=[O:21])[CH2:9][CH:10](O)[CH2:11][CH2:12][C:13]1[CH:18]=[CH:17][C:16]([F:19])=[CH:15][CH:14]=1)(C)(C)C.C(O)(C(F)(F)F)=O.